From a dataset of Full USPTO retrosynthesis dataset with 1.9M reactions from patents (1976-2016). Predict the reactants needed to synthesize the given product. (1) The reactants are: [C:1]([O:5][C:6]([NH:8][CH:9]1[CH2:11][CH:10]1[C:12]1[CH:13]=[C:14]([CH:18]=[CH:19][CH:20]=1)[C:15]([OH:17])=O)=[O:7])([CH3:4])([CH3:3])[CH3:2].F[P-](F)(F)(F)(F)F.N1(OC(N(C)C)=[N+](C)C)C2N=CC=CC=2N=N1.[N:45]1[CH:50]=[CH:49][CH:48]=[N:47][C:46]=1[C:51]1[CH:57]=[CH:56][C:54]([NH2:55])=[CH:53][CH:52]=1.C(N(CC)CC)C. Given the product [N:45]1[CH:50]=[CH:49][CH:48]=[N:47][C:46]=1[C:51]1[CH:57]=[CH:56][C:54]([NH:55][C:15]([C:14]2[CH:13]=[C:12]([C@@H:10]3[CH2:11][C@H:9]3[NH:8][C:6](=[O:7])[O:5][C:1]([CH3:2])([CH3:3])[CH3:4])[CH:20]=[CH:19][CH:18]=2)=[O:17])=[CH:53][CH:52]=1, predict the reactants needed to synthesize it. (2) The reactants are: C1(P(C2C=CC=CC=2)C2C=CC=CC=2)C=CC=CC=1.N1C=CN=C1.[I:25]I.[C:27]([O:31][C:32]([NH:34][CH2:35][CH2:36][O:37][CH2:38][CH2:39]O)=[O:33])([CH3:30])([CH3:29])[CH3:28]. Given the product [C:27]([O:31][C:32]([NH:34][CH2:35][CH2:36][O:37][CH2:38][CH2:39][I:25])=[O:33])([CH3:30])([CH3:29])[CH3:28], predict the reactants needed to synthesize it. (3) Given the product [C:31]([O:30][C:28]([N:8]([C:6]([O:5][C:1]([CH3:4])([CH3:3])[CH3:2])=[O:7])[C@H:9]([CH2:10][CH2:11][C@@H:12]([C:17]1[CH:22]=[CH:21][CH:20]=[C:19]([F:23])[C:18]=1[F:24])[CH:13]([N+:14]([O-:16])=[O:15])[CH2:43][OH:44])[C:25]([O:27][CH2:12][C:17]1[CH:22]=[CH:21][CH:20]=[CH:19][CH:18]=1)=[O:26])=[O:29])([CH3:34])([CH3:33])[CH3:32], predict the reactants needed to synthesize it. The reactants are: [C:1]([O:5][C:6]([N:8]([C:28]([O:30][C:31]([CH3:34])([CH3:33])[CH3:32])=[O:29])[C@@H:9]([C:25]([O-:27])=[O:26])[CH2:10][CH2:11][C@@H:12]([C:17]1[CH:22]=[CH:21][CH:20]=[C:19]([F:23])[C:18]=1[F:24])[CH2:13][N+:14]([O-:16])=[O:15])=[O:7])([CH3:4])([CH3:3])[CH3:2].CN(C)C(N(C)C)=N.[CH2:43]=[O:44]. (4) Given the product [Cl:1][C:2]1[CH:3]=[CH:4][C:5]([C:8]2[CH:16]=[CH:15][CH:14]=[C:13]3[C:9]=2/[C:10](=[CH:18]/[C:19]2[NH:23][C:22]([CH3:24])=[C:21]([C:25]([N:37]4[CH2:38][CH2:39][CH2:40][C@@H:35]([CH2:34][N:29]5[CH2:30][CH2:31][CH2:32][CH2:33]5)[CH2:36]4)=[O:27])[C:20]=2[CH3:28])/[C:11](=[O:17])[NH:12]3)=[CH:6][CH:7]=1, predict the reactants needed to synthesize it. The reactants are: [Cl:1][C:2]1[CH:7]=[CH:6][C:5]([C:8]2[CH:16]=[CH:15][CH:14]=[C:13]3[C:9]=2/[C:10](=[CH:18]/[C:19]2[NH:23][C:22]([CH3:24])=[C:21]([C:25]([OH:27])=O)[C:20]=2[CH3:28])/[C:11](=[O:17])[NH:12]3)=[CH:4][CH:3]=1.[N:29]1([CH2:34][C@@H:35]2[CH2:40][CH2:39][CH2:38][NH:37][CH2:36]2)[CH2:33][CH2:32][CH2:31][CH2:30]1.C1C=CC2N(O)N=NC=2C=1.C(Cl)CCl. (5) Given the product [C:31]([O:30][C:29](=[O:35])[N:28]([CH2:27][C:25]1[CH:24]=[CH:23][C:22]2[O:17][CH2:18][CH2:19][O:20][C:21]=2[CH:26]=1)[CH:36]1[CH2:41][CH2:40][N:39]([CH2:13][CH2:12][N:9]2[C:10]3[C:5](=[CH:4][CH:3]=[C:2]([F:1])[CH:11]=3)[C:6]([CH3:16])=[CH:7][C:8]2=[O:15])[CH2:38][CH2:37]1)([CH3:34])([CH3:32])[CH3:33], predict the reactants needed to synthesize it. The reactants are: [F:1][C:2]1[CH:11]=[C:10]2[C:5]([C:6]([CH3:16])=[CH:7][C:8](=[O:15])[N:9]2[CH2:12][CH:13]=O)=[CH:4][CH:3]=1.[O:17]1[C:22]2[CH:23]=[CH:24][C:25]([CH2:27][N:28]([CH:36]3[CH2:41][CH2:40][NH:39][CH2:38][CH2:37]3)[C:29](=[O:35])[O:30][C:31]([CH3:34])([CH3:33])[CH3:32])=[CH:26][C:21]=2[O:20][CH2:19][CH2:18]1.C(O[BH-](OC(=O)C)OC(=O)C)(=O)C.[Na+].C(=O)([O-])O.[Na+]. (6) Given the product [CH3:1][CH:2]1[CH2:7][CH2:6][N:5]([CH2:9][CH2:10][OH:11])[CH2:4][CH2:3]1, predict the reactants needed to synthesize it. The reactants are: [CH3:1][CH:2]1[CH2:7][CH2:6][NH:5][CH2:4][CH2:3]1.Br[CH2:9][CH2:10][OH:11].C(N(CC)CC)C. (7) Given the product [Cl:1][C:2]1[CH:3]=[C:4]([C:13]([C:15]([F:18])([F:17])[F:16])=[CH2:14])[CH:5]=[C:6]([Cl:8])[CH:7]=1, predict the reactants needed to synthesize it. The reactants are: [Cl:1][C:2]1[CH:3]=[C:4](B(O)O)[CH:5]=[C:6]([Cl:8])[CH:7]=1.Br[C:13]([C:15]([F:18])([F:17])[F:16])=[CH2:14].C([O-])([O-])=O.[K+].[K+]. (8) Given the product [NH:20]1[C:28]2=[N:27][CH:26]=[CH:25][CH:24]=[C:23]2[C:22]([CH:29]=[C:11]2[O:10][C:9]([NH:8][C@H:5]3[CH2:6][CH2:7][C@H:2]([OH:1])[CH2:3][CH2:4]3)=[C:13]([C:14]([O:16][CH2:17][CH3:18])=[O:15])[C:12]2=[O:19])=[CH:21]1, predict the reactants needed to synthesize it. The reactants are: [OH:1][C@H:2]1[CH2:7][CH2:6][C@H:5]([NH:8][C:9]2[O:10][CH2:11][C:12](=[O:19])[C:13]=2[C:14]([O:16][CH2:17][CH3:18])=[O:15])[CH2:4][CH2:3]1.[NH:20]1[C:28]2[C:23](=[CH:24][CH:25]=[CH:26][N:27]=2)[C:22]([CH:29]=O)=[CH:21]1.N1CCC[C@H]1C(O)=O.